This data is from Forward reaction prediction with 1.9M reactions from USPTO patents (1976-2016). The task is: Predict the product of the given reaction. (1) Given the reactants [Cl:1][C:2]1[CH:7]=[C:6]2[NH:8][C:9](=[O:36])[C:10]3([CH:15]([C:16]4[CH:21]=[CH:20][CH:19]=[C:18]([Cl:22])[CH:17]=4)[CH2:14][C:13](=O)[NH:12][CH:11]3[C:24]3[C:29]([O:30][CH:31]([CH3:33])[CH3:32])=[CH:28][CH:27]=[C:26]([F:34])[C:25]=3[F:35])[C:5]2=[CH:4][CH:3]=1.COC1C=CC(P2(=S)SP(=S)(C3C=CC(OC)=CC=3)[S:46]2)=CC=1, predict the reaction product. The product is: [Cl:1][C:2]1[CH:7]=[C:6]2[NH:8][C:9](=[O:36])[C:10]3([CH:15]([C:16]4[CH:21]=[CH:20][CH:19]=[C:18]([Cl:22])[CH:17]=4)[CH2:14][C:13](=[S:46])[NH:12][CH:11]3[C:24]3[C:29]([O:30][CH:31]([CH3:33])[CH3:32])=[CH:28][CH:27]=[C:26]([F:34])[C:25]=3[F:35])[C:5]2=[CH:4][CH:3]=1. (2) Given the reactants [H-].[Na+].[F:3][C:4]1[CH:22]=[CH:21][C:7]([CH2:8][N:9]2[C@@H:14]([CH3:15])[CH2:13][N:12]([C:16](=[O:19])[CH2:17][OH:18])[C@H:11]([CH3:20])[CH2:10]2)=[CH:6][CH:5]=1.Cl[C:24]1[C:29]([CH:30]=[O:31])=[CH:28][C:27]([Cl:32])=[CH:26][N:25]=1, predict the reaction product. The product is: [Cl:32][C:27]1[CH:28]=[C:29]([CH:30]=[O:31])[C:24]([O:18][CH2:17][C:16]([N:12]2[CH2:13][C@H:14]([CH3:15])[N:9]([CH2:8][C:7]3[CH:6]=[CH:5][C:4]([F:3])=[CH:22][CH:21]=3)[CH2:10][C@H:11]2[CH3:20])=[O:19])=[N:25][CH:26]=1. (3) Given the reactants [NH2:1][C:2]1[CH:3]=[N:4][CH:5]=[CH:6][CH:7]=1.C[Si]([NH-])(C)C.C[Si]([NH-])(C)C.[Na+].[Na+].[C:20]([O:24][C:25](O[C:25]([O:24][C:20]([CH3:23])([CH3:22])[CH3:21])=[O:26])=[O:26])([CH3:23])([CH3:22])[CH3:21], predict the reaction product. The product is: [N:4]1[CH:5]=[CH:6][CH:7]=[C:2]([NH:1][C:25](=[O:26])[O:24][C:20]([CH3:23])([CH3:22])[CH3:21])[CH:3]=1. (4) Given the reactants [C:1]([C:4]1[C:5]([C:19](=[O:21])[CH3:20])=[C:6]([CH3:18])[N:7]([C:10]2[CH:15]=[CH:14][C:13]([OH:16])=[CH:12][C:11]=2[CH3:17])[C:8]=1[CH3:9])(=[O:3])[CH3:2].Br[CH2:23][CH3:24].C([O-])([O-])=O.[K+].[K+], predict the reaction product. The product is: [C:1]([C:4]1[C:5]([C:19](=[O:21])[CH3:20])=[C:6]([CH3:18])[N:7]([C:10]2[CH:15]=[CH:14][C:13]([O:16][CH2:23][CH3:24])=[CH:12][C:11]=2[CH3:17])[C:8]=1[CH3:9])(=[O:3])[CH3:2]. (5) Given the reactants [F:1][C:2]([F:32])([F:31])[C:3]1[C:12]([O:13][CH:14]2[CH2:19][CH2:18][CH:17]([C:20]([F:23])([F:22])[F:21])[CH2:16][CH2:15]2)=[CH:11][CH:10]=[C:9]2[C:4]=1[CH:5]=[CH:6][C:7]([CH:24](OS(C)(=O)=O)[CH3:25])=[CH:8]2.[CH:33]12[NH:40][CH:37]([CH2:38][CH2:39]1)[CH2:36][CH:35]([C:41]#[N:42])[CH2:34]2.C(=O)([O-])[O-].[Cs+].[Cs+], predict the reaction product. The product is: [F:1][C:2]([F:32])([F:31])[C:3]1[C:12]([O:13][C@H:14]2[CH2:19][CH2:18][C@@H:17]([C:20]([F:23])([F:22])[F:21])[CH2:16][CH2:15]2)=[CH:11][CH:10]=[C:9]2[C:4]=1[CH:5]=[CH:6][C:7]([CH:24]([N:40]1[CH:33]3[CH2:39][CH2:38][CH:37]1[CH2:36][CH:35]([C:41]#[N:42])[CH2:34]3)[CH3:25])=[CH:8]2. (6) Given the reactants [F:1][C:2]([F:8])(F)S([O-])(=O)=O.[Br:9][C:10]1[CH:15]=[CH:14][C:13](C2SCCC[S+]=2)=[CH:12][CH:11]=1.[F:22][C:23]([F:36])([F:35])[CH2:24][CH2:25][CH2:26][O:27][C:28]1[CH:33]=[CH:32][C:31]([OH:34])=[CH:30][CH:29]=1.C(N(CC)CC)C.F.F.F.C(N(CC)CC)C.BrBr, predict the reaction product. The product is: [Br:9][C:10]1[CH:15]=[CH:14][C:13]([C:2]([F:8])([F:1])[O:34][C:31]2[CH:32]=[CH:33][C:28]([O:27][CH2:26][CH2:25][CH2:24][C:23]([F:35])([F:36])[F:22])=[CH:29][CH:30]=2)=[CH:12][CH:11]=1. (7) Given the reactants [F:1][C:2]([F:6])([F:5])[CH2:3][OH:4].[NH2:7][C:8]1[C:18]([N+:19]([O-:21])=[O:20])=[CH:17][C:11]([C:12]([O:14][CH2:15][CH3:16])=[O:13])=[C:10](F)[CH:9]=1.O, predict the reaction product. The product is: [NH2:7][C:8]1[C:18]([N+:19]([O-:21])=[O:20])=[CH:17][C:11]([C:12]([O:14][CH2:15][CH3:16])=[O:13])=[C:10]([O:4][CH2:3][C:2]([F:6])([F:5])[F:1])[CH:9]=1. (8) Given the reactants Cl.[H][H].Cl.[CH2:5]([NH2:15])[C:6]1[CH:14]=[CH:13][C:11]([OH:12])=[C:8]([O:9][CH3:10])[CH:7]=1, predict the reaction product. The product is: [CH2:5]([NH2:15])[C:6]1[CH:14]=[CH:13][C:11]([OH:12])=[C:8]([O:9][CH3:10])[CH:7]=1.